The task is: Predict the reaction yield, written as a fraction of the theoretical maximum amount of product (1.0 means a 100% yield; for example, 0.34 means a 34% yield).. This data is from Reaction yield outcomes from USPTO patents with 853,638 reactions. (1) The reactants are [NH2:1][CH2:2][CH:3]([OH:17])[CH2:4][NH:5][S:6]([C:9]1[CH:14]=[CH:13][C:12]([Cl:15])=[CH:11][C:10]=1[Cl:16])(=[O:8])=[O:7].[C:18]([O:22][C:23](O[C:23]([O:22][C:18]([CH3:21])([CH3:20])[CH3:19])=[O:24])=[O:24])([CH3:21])([CH3:20])[CH3:19]. The catalyst is C1COCC1. The product is [Cl:16][C:10]1[CH:11]=[C:12]([Cl:15])[CH:13]=[CH:14][C:9]=1[S:6]([NH:5][CH2:4][CH:3]([OH:17])[CH2:2][NH:1][C:23](=[O:24])[O:22][C:18]([CH3:21])([CH3:20])[CH3:19])(=[O:7])=[O:8]. The yield is 1.00. (2) The reactants are [NH2:1][CH2:2][CH2:3][CH2:4][Si:5]([O:12][CH2:13][CH3:14])([O:9][CH2:10][CH3:11])[O:6][CH2:7][CH3:8].Cl[CH2:16][CH2:17][N:18]=[C:19]=[O:20].[S-2:21].[Na+].[Na+]. The catalyst is C(O)C. The product is [Si:5]([CH2:4][CH2:3][CH2:2][NH:1][C:19]([NH:18][CH2:17][CH2:16][S:21][CH2:16][CH2:17][NH:18][C:19]([NH:1][CH2:2][CH2:3][CH2:4][Si:5]([O:12][CH2:13][CH3:14])([O:6][CH2:7][CH3:8])[O:9][CH2:10][CH3:11])=[O:20])=[O:20])([O:12][CH2:13][CH3:14])([O:6][CH2:7][CH3:8])[O:9][CH2:10][CH3:11]. The yield is 0.967.